Predict the reactants needed to synthesize the given product. From a dataset of Full USPTO retrosynthesis dataset with 1.9M reactions from patents (1976-2016). (1) Given the product [F:1][C:2]1[C:7]([S:8]([CH3:11])(=[O:10])=[O:9])=[CH:6][CH:5]=[CH:4][C:3]=1[CH:12]1[CH2:17][CH2:16][N:15]([CH2:27][CH2:26][C:25]([F:30])([F:29])[F:24])[CH2:14][CH2:13]1, predict the reactants needed to synthesize it. The reactants are: [F:1][C:2]1[C:7]([S:8]([CH3:11])(=[O:10])=[O:9])=[CH:6][CH:5]=[CH:4][C:3]=1[CH:12]1[CH2:17][CH2:16][NH:15][CH2:14][CH2:13]1.C(=O)([O-])[O-].[K+].[K+].[F:24][C:25]([F:30])([F:29])[CH2:26][CH2:27]I. (2) Given the product [N:3]1[CH:4]=[CH:5][CH:6]=[N:7][C:2]=1[C:22]1[CH:23]=[C:24]([C:28]([O:30][CH3:31])=[O:29])[CH:25]=[N:26][CH:27]=1, predict the reactants needed to synthesize it. The reactants are: Br[C:2]1[N:7]=[CH:6][CH:5]=[CH:4][N:3]=1.C(=O)([O-])[O-].[Na+].[Na+].CC1(C)C(C)(C)OB([C:22]2[CH:23]=[C:24]([C:28]([O:30][CH3:31])=[O:29])[CH:25]=[N:26][CH:27]=2)O1.